This data is from Forward reaction prediction with 1.9M reactions from USPTO patents (1976-2016). The task is: Predict the product of the given reaction. (1) Given the reactants [CH3:1][N:2]([CH3:11])[C@@H:3]([CH2:7][CH:8]([CH3:10])[CH3:9])[C:4]([OH:6])=O.C(N(CC)C(C)C)(C)C.F[P-](F)(F)(F)(F)F.N1(OC(N(C)C)=[N+](C)C)C2C=CC=CC=2N=N1.[CH2:45]([O:52][C:53]1[CH:58]=[CH:57][C:56]([CH2:59][C@H:60]([NH2:68])[CH2:61][N:62]2[CH2:67][CH2:66][O:65][CH2:64][CH2:63]2)=[CH:55][CH:54]=1)[C:46]1[CH:51]=[CH:50][CH:49]=[CH:48][CH:47]=1, predict the reaction product. The product is: [CH2:45]([O:52][C:53]1[CH:58]=[CH:57][C:56]([CH2:59][CH:60]([NH:68][C:4](=[O:6])[CH:3]([N:2]([CH3:1])[CH3:11])[CH2:7][CH:8]([CH3:10])[CH3:9])[CH2:61][N:62]2[CH2:67][CH2:66][O:65][CH2:64][CH2:63]2)=[CH:55][CH:54]=1)[C:46]1[CH:47]=[CH:48][CH:49]=[CH:50][CH:51]=1. (2) Given the reactants [C:1]1([N:7]2[C:19](=[O:20])[C:11]3[NH:12][C:13]4[CH:14]=[CH:15][CH:16]=[CH:17][C:18]=4[C:10]=3[NH:9][C:8]2=[S:21])[CH:6]=[CH:5][CH:4]=[CH:3][CH:2]=1.[OH-].[K+].Cl[CH2:25][C:26]([OH:28])=[O:27], predict the reaction product. The product is: [O:20]=[C:19]1[C:11]2[NH:12][C:13]3[CH:14]=[CH:15][CH:16]=[CH:17][C:18]=3[C:10]=2[N:9]=[C:8]([S:21][CH2:25][C:26]([OH:28])=[O:27])[N:7]1[C:1]1[CH:2]=[CH:3][CH:4]=[CH:5][CH:6]=1. (3) The product is: [F:57][C:58]1([C:107]([OH:109])=[O:108])[CH2:59][CH2:60][C:61](=[CH:64][C:65]2[C:66]([CH3:106])([CH3:105])[C@H:67]3[C@:80]([CH3:83])([CH2:81][CH:82]=2)[C@@H:79]2[C@:70]([CH3:104])([C@@:71]4([CH3:103])[C@H:76]([CH2:77][CH2:78]2)[C@H:75]2[C@H:84]([C:87]([CH3:89])=[CH2:88])[CH2:85][CH2:86][C@:74]2([NH:90][CH2:91][CH2:92][N:93]2[CH2:94][CH2:95][CH:96]([S:99]([CH3:102])(=[O:100])=[O:101])[CH2:97][CH2:98]2)[CH2:73][CH2:72]4)[CH2:69][CH2:68]3)[CH2:62][CH2:63]1. Given the reactants C(OC(NC1(C(O)=O)CC1/C=C/C1C(C)(C)[C@H]2[C@](C)(CC=1)[C@@H]1[C@](C)([C@@]3(C)[C@H](CC1)[C@H]1[C@H](C(C)=C)CC[C@]1(NCCN1CCS(=O)(=O)CC1)CC3)CC2)=O)(C)(C)C.[F:57][C:58]1([C:107]([O:109]CC)=[O:108])[CH2:63][CH2:62][C:61](=[CH:64][C:65]2[C:66]([CH3:106])([CH3:105])[C@H:67]3[C@:80]([CH3:83])([CH2:81][CH:82]=2)[C@@H:79]2[C@:70]([CH3:104])([C@@:71]4([CH3:103])[C@H:76]([CH2:77][CH2:78]2)[C@H:75]2[C@H:84]([C:87]([CH3:89])=[CH2:88])[CH2:85][CH2:86][C@:74]2([NH:90][CH2:91][CH2:92][N:93]2[CH2:98][CH2:97][CH:96]([S:99]([CH3:102])(=[O:101])=[O:100])[CH2:95][CH2:94]2)[CH2:73][CH2:72]4)[CH2:69][CH2:68]3)[CH2:60][CH2:59]1, predict the reaction product. (4) Given the reactants O/[N:2]=[CH:3]/[C:4]1[C:12]2[C:7](=[CH:8][CH:9]=[CH:10][CH:11]=2)[NH:6][C:5]=1[C:13]([O:15][CH3:16])=[O:14].N1C=CC=CC=1.CS(Cl)(=O)=O, predict the reaction product. The product is: [C:3]([C:4]1[C:12]2[C:7](=[CH:8][CH:9]=[CH:10][CH:11]=2)[NH:6][C:5]=1[C:13]([O:15][CH3:16])=[O:14])#[N:2]. (5) Given the reactants [CH3:1][C:2]1[CH:7]=[CH:6][C:5]([NH:8][C:9]2[S:10][CH:11]=[CH:12][N:13]=2)=[CH:4][C:3]=1[OH:14].C([O-])([O-])=O.[K+].[K+].[CH2:21](Br)[C:22]1[CH:27]=[CH:26][CH:25]=[CH:24][CH:23]=1, predict the reaction product. The product is: [CH2:21]([O:14][C:3]1[CH:4]=[C:5]([NH:8][C:9]2[S:10][CH:11]=[CH:12][N:13]=2)[CH:6]=[CH:7][C:2]=1[CH3:1])[C:22]1[CH:27]=[CH:26][CH:25]=[CH:24][CH:23]=1. (6) The product is: [F:15][C:7]1[C:8]([S:11](=[O:13])(=[O:12])[NH:16][C:17]2[CH:18]=[CH:19][C:20]3[CH2:24][O:23][B:22]([OH:25])[C:21]=3[CH:26]=2)=[CH:9][N:10]=[C:5]([NH:4][C:1](=[O:3])[CH3:2])[CH:6]=1. Given the reactants [C:1]([NH:4][C:5]1[N:10]=[CH:9][C:8]([S:11](Cl)(=[O:13])=[O:12])=[C:7]([F:15])[CH:6]=1)(=[O:3])[CH3:2].[NH2:16][C:17]1[CH:18]=[CH:19][C:20]2[CH2:24][O:23][B:22]([OH:25])[C:21]=2[CH:26]=1.C(=O)([O-])[O-].[K+].[K+].Cl, predict the reaction product. (7) Given the reactants [NH2:1][CH:2]([CH3:5])[CH2:3][OH:4].[NH:6]1[C:14]2[C:9](=[CH:10][C:11]([NH:15][C:16]3[C:17]4[S:24][C:23]([C:25]5[CH:32]=[CH:31][C:28]([CH:29]=O)=[CH:27][CH:26]=5)=[CH:22][C:18]=4[N:19]=[CH:20][N:21]=3)=[CH:12][CH:13]=2)[CH:8]=[CH:7]1, predict the reaction product. The product is: [NH:6]1[C:14]2[C:9](=[CH:10][C:11]([NH:15][C:16]3[C:17]4[S:24][C:23]([C:25]5[CH:32]=[CH:31][C:28]([CH2:29][NH:1][CH:2]([CH3:5])[CH2:3][OH:4])=[CH:27][CH:26]=5)=[CH:22][C:18]=4[N:19]=[CH:20][N:21]=3)=[CH:12][CH:13]=2)[CH:8]=[CH:7]1. (8) Given the reactants [CH2:1]([O:3][C:4]([C:6]1[C:7]([CH3:23])=[C:8]([C:16]([O:18][C:19]([CH3:22])([CH3:21])[CH3:20])=[O:17])[NH:9][C:10]=1[CH2:11][CH2:12][C:13]([OH:15])=O)=[O:5])[CH3:2].[OH:24]N1C2C=CC=CC=2N=N1.C(N=C=NC[CH2:40][CH2:41][N:42]([CH3:44])C)C.[C:45](#[N:47])C, predict the reaction product. The product is: [CH2:1]([O:3][C:4]([C:6]1[C:7]([CH3:23])=[C:8]([C:16]([O:18][C:19]([CH3:22])([CH3:21])[CH3:20])=[O:17])[NH:9][C:10]=1[CH2:11][CH2:12][C:13](=[O:15])[NH:47][CH2:45][CH2:44][NH:42][C:41](=[O:24])[CH3:40])=[O:5])[CH3:2]. (9) Given the reactants [NH2:1][CH:2]([C:23]([CH3:26])([CH3:25])[CH3:24])[C:3]([N:5]1[CH2:9][CH:8]([OH:10])[CH2:7][CH:6]1[C:11]([C:13]1[C:21]2[C:16](=[CH:17][C:18]([F:22])=[CH:19][CH:20]=2)[NH:15][CH:14]=1)=[O:12])=[O:4].[C:27]([N:37]([CH3:43])[C@H:38]([C:40](O)=[O:41])[CH3:39])([O:29][CH2:30][C:31]1[CH:36]=[CH:35][CH:34]=[CH:33][CH:32]=1)=[O:28].CN(C(ON1N=NC2C=CC=NC1=2)=[N+](C)C)C.F[P-](F)(F)(F)(F)F.CN1CCOCC1, predict the reaction product. The product is: [CH2:30]([O:29][C:27](=[O:28])[N:37]([CH:38]([C:40](=[O:41])[NH:1][CH:2]([C:3]([N:5]1[CH2:9][CH:8]([OH:10])[CH2:7][CH:6]1[C:11]([C:13]1[C:21]2[C:16](=[CH:17][C:18]([F:22])=[CH:19][CH:20]=2)[NH:15][CH:14]=1)=[O:12])=[O:4])[C:23]([CH3:26])([CH3:25])[CH3:24])[CH3:39])[CH3:43])[C:31]1[CH:36]=[CH:35][CH:34]=[CH:33][CH:32]=1.